From a dataset of Peptide-MHC class II binding affinity with 134,281 pairs from IEDB. Regression. Given a peptide amino acid sequence and an MHC pseudo amino acid sequence, predict their binding affinity value. This is MHC class II binding data. (1) The peptide sequence is LLVKYAAGDGNIVAV. The MHC is DRB1_0901 with pseudo-sequence DRB1_0901. The binding affinity (normalized) is 0.597. (2) The peptide sequence is VWRIDTPDKLTGPFT. The MHC is HLA-DPA10301-DPB10402 with pseudo-sequence HLA-DPA10301-DPB10402. The binding affinity (normalized) is 0.120. (3) The peptide sequence is STVVASVTIIDRSLP. The MHC is DRB1_0101 with pseudo-sequence DRB1_0101. The binding affinity (normalized) is 0.217. (4) The peptide sequence is EKKYFAATQFEPWAA. The MHC is HLA-DQA10501-DQB10301 with pseudo-sequence HLA-DQA10501-DQB10301. The binding affinity (normalized) is 0.222.